This data is from Reaction yield outcomes from USPTO patents with 853,638 reactions. The task is: Predict the reaction yield, written as a fraction of the theoretical maximum amount of product (1.0 means a 100% yield; for example, 0.34 means a 34% yield). (1) The catalyst is Cl. The yield is 0.410. The reactants are C([O:3][P:4]([CH2:9][C:10]1[CH:11]=[C:12]([C:21]([O:23]CC)=[O:22])[CH:13]=[C:14]([C:16]([O:18]CC)=[O:17])[CH:15]=1)([O:6]CC)=[O:5])C. The product is [P:4]([CH2:9][C:10]1[CH:15]=[C:14]([C:16]([OH:18])=[O:17])[CH:13]=[C:12]([C:21]([OH:23])=[O:22])[CH:11]=1)([OH:6])([OH:5])=[O:3]. (2) The reactants are [CH3:1][C:2]([CH3:29])([CH3:28])[C:3]([O:5][C:6]1[CH:15]=[C:14]2[C:9]([C:10]([CH2:17][C:18](=[O:27])[NH:19][CH2:20][CH2:21][CH2:22][CH2:23][CH2:24][CH2:25][OH:26])=[CH:11][C:12](=[O:16])[O:13]2)=[CH:8][CH:7]=1)=[O:4].C(N(CC)CC)C.[CH:37]([N:40]([CH:48]([CH3:50])[CH3:49])[P:41](Cl)[O:42][CH2:43][CH2:44][C:45]#[N:46])([CH3:39])[CH3:38].CO. The catalyst is C(Cl)Cl. The product is [CH3:1][C:2]([CH3:29])([CH3:28])[C:3]([O:5][C:6]1[CH:15]=[C:14]2[C:9]([C:10]([CH2:17][C:18](=[O:27])[NH:19][CH2:20][CH2:21][CH2:22][CH2:23][CH2:24][CH2:25][O:26][P:41]([N:40]([CH:48]([CH3:50])[CH3:49])[CH:37]([CH3:38])[CH3:39])[O:42][CH2:43][CH2:44][C:45]#[N:46])=[CH:11][C:12](=[O:16])[O:13]2)=[CH:8][CH:7]=1)=[O:4]. The yield is 0.650. (3) The reactants are [CH:1]1([S:4][C:5]2[C:12]([F:13])=[CH:11][C:10]([N+:14]([O-:16])=[O:15])=[CH:9][C:6]=2[CH:7]=O)[CH2:3][CH2:2]1.[CH3:17][NH2:18].[BH4-].[Na+].[CH3:21][C:22]([O:25][C:26]([O:28]C(OC(C)(C)C)=O)=O)([CH3:24])[CH3:23]. The catalyst is CO. The product is [CH:1]1([S:4][C:5]2[C:12]([F:13])=[CH:11][C:10]([N+:14]([O-:16])=[O:15])=[CH:9][C:6]=2[CH2:7][N:18]([CH3:17])[C:26](=[O:28])[O:25][C:22]([CH3:24])([CH3:23])[CH3:21])[CH2:3][CH2:2]1. The yield is 0.736.